This data is from Forward reaction prediction with 1.9M reactions from USPTO patents (1976-2016). The task is: Predict the product of the given reaction. (1) Given the reactants [N+](C1C=C[C:7]([O:10][P:11]([CH3:23])(=[O:22])[O:12][C:13]2[CH:18]=[CH:17][C:16]([N+:19]([O-])=O)=[CH:15][CH:14]=2)=CC=1)([O-])=O.[N:24]1([CH2:30][CH2:31][O:32][C:33]2[CH:34]=[C:35]3[C:39](=[CH:40][CH:41]=2)[NH:38][C:37]([C:42]2C4C(=CC=C(O)C=4)N[N:43]=2)=[CH:36]3)[CH2:29][CH2:28][O:27][CH2:26][CH2:25]1.C1CCN2C(=NCCC2)CC1.CO, predict the reaction product. The product is: [N:24]1([CH2:30][CH2:31][O:32][C:33]2[CH:34]=[C:35]3[C:39](=[CH:40][CH:41]=2)[NH:38][C:37]([C:42]2[C:15]4[C:16](=[CH:17][CH:18]=[C:13]([O:12][P:11]([CH3:23])(=[O:22])[O:10][CH3:7])[CH:14]=4)[NH:19][N:43]=2)=[CH:36]3)[CH2:29][CH2:28][O:27][CH2:26][CH2:25]1. (2) Given the reactants C(OC(=O)[NH:7][C:8]1([CH2:16][N:17]2[C:25]3[C:20](=[CH:21][C:22]([C:26]4[N:30]=[C:29]([C:31]5[CH:36]=[CH:35][C:34]([O:37][CH2:38][CH2:39][CH3:40])=[C:33]([Br:41])[CH:32]=5)[O:28][N:27]=4)=[CH:23][CH:24]=3)[CH2:19][CH2:18]2)[CH2:13][O:12]C(C)(C)[O:10][CH2:9]1)(C)(C)C.C(OC1C=C(C2ON=C(C3C=CC=C4C=3CCN4CC3(NC(=O)OC(C)(C)C)COC(C)(C)OC3)N=2)C=CC=1OCC)C, predict the reaction product. The product is: [NH2:7][C:8]([CH2:16][N:17]1[C:25]2[C:20](=[CH:21][C:22]([C:26]3[N:30]=[C:29]([C:31]4[CH:36]=[CH:35][C:34]([O:37][CH2:38][CH2:39][CH3:40])=[C:33]([Br:41])[CH:32]=4)[O:28][N:27]=3)=[CH:23][CH:24]=2)[CH2:19][CH2:18]1)([CH2:9][OH:10])[CH2:13][OH:12].